Dataset: Forward reaction prediction with 1.9M reactions from USPTO patents (1976-2016). Task: Predict the product of the given reaction. (1) Given the reactants [Na].[NH:2]1[CH:6]=[CH:5][N:4]=[CH:3]1.Br[CH2:8][C:9]([O:11][CH2:12][CH3:13])=[O:10], predict the reaction product. The product is: [CH2:12]([O:11][C:9](=[O:10])[CH2:8][N:2]1[CH:6]=[CH:5][N:4]=[CH:3]1)[CH3:13]. (2) Given the reactants [CH:1]1([NH:7][N:8]2[C:17]3[C:12](=[CH:13][CH:14]=[CH:15][CH:16]=3)[C:11]([OH:18])=[C:10]([C:19]3[NH:24][C:23]4[CH:25]=[CH:26][C:27]([OH:29])=[CH:28][C:22]=4[S:21](=[O:31])(=[O:30])[N:20]=3)[C:9]2=[O:32])[CH2:6][CH2:5][CH2:4][CH2:3][CH2:2]1.C(=O)([O-])[O-].[Cs+].[Cs+].Br[CH2:40][C:41]([NH2:43])=[O:42], predict the reaction product. The product is: [CH:1]1([NH:7][N:8]2[C:17]3[C:12](=[CH:13][CH:14]=[CH:15][CH:16]=3)[C:11]([OH:18])=[C:10]([C:19]3[NH:24][C:23]4[CH:25]=[CH:26][C:27]([O:29][CH2:40][C:41]([NH2:43])=[O:42])=[CH:28][C:22]=4[S:21](=[O:30])(=[O:31])[N:20]=3)[C:9]2=[O:32])[CH2:2][CH2:3][CH2:4][CH2:5][CH2:6]1. (3) Given the reactants [C:1]([O:5][C:6]([NH:8][CH2:9][CH2:10][O:11][C:12]1[CH:17]=[CH:16][C:15]([CH2:18][CH:19](O)[C:20]([O:22][CH3:23])=[O:21])=[CH:14][CH:13]=1)=[O:7])([CH3:4])([CH3:3])[CH3:2].[CH3:25][C:26]1[CH:31]=[CH:30][C:29]([SH:32])=[CH:28][CH:27]=1.C1(P(C2C=CC=CC=2)C2C=CC=CC=2)C=CC=CC=1.CCOC(/N=N/C(OCC)=O)=O, predict the reaction product. The product is: [C:1]([O:5][C:6]([NH:8][CH2:9][CH2:10][O:11][C:12]1[CH:17]=[CH:16][C:15]([CH2:18][CH:19]([S:32][C:29]2[CH:30]=[CH:31][C:26]([CH3:25])=[CH:27][CH:28]=2)[C:20]([O:22][CH3:23])=[O:21])=[CH:14][CH:13]=1)=[O:7])([CH3:4])([CH3:3])[CH3:2]. (4) Given the reactants [Cl:1][C:2]1[CH:3]=[C:4]([NH:9][C:10]2[C:19]3[C:14](=[CH:15][C:16]([O:39][CH2:40][CH:41]4[CH2:43][CH2:42]4)=[C:17]([NH:20][C:21](=[O:38])[CH:22]=[CH:23][CH2:24][N:25]([CH2:30][C:31]([O:33][C:34]([CH3:37])(C)[CH3:35])=[O:32])C[C@@H](O)C)[CH:18]=3)[N:13]=[CH:12][N:11]=2)[CH:5]=[CH:6][C:7]=1[F:8].O.C1(C)C=CC(S(O)(=O)=O)=CC=1, predict the reaction product. The product is: [Cl:1][C:2]1[CH:3]=[C:4]([NH:9][C:10]2[C:19]3[C:14](=[CH:15][C:16]([O:39][CH2:40][CH:41]4[CH2:43][CH2:42]4)=[C:17]([NH:20][C:21](=[O:38])[CH:22]=[CH:23][CH2:24][N:25]4[CH2:35][C@H:34]([CH3:37])[O:33][C:31](=[O:32])[CH2:30]4)[CH:18]=3)[N:13]=[CH:12][N:11]=2)[CH:5]=[CH:6][C:7]=1[F:8]. (5) Given the reactants [F:1][C:2]1[CH:7]=[C:6]([I:8])[CH:5]=[CH:4][C:3]=1[NH:9][C:10]1[C:15]([N+:16]([O-:18])=[O:17])=[C:14](F)[CH:13]=[C:12]([F:20])[C:11]=1[F:21].C[O-].[Na+].[C:25](OCC)(=[O:27])C, predict the reaction product. The product is: [F:1][C:2]1[CH:7]=[C:6]([I:8])[CH:5]=[CH:4][C:3]=1[NH:9][C:10]1[C:15]([N+:16]([O-:18])=[O:17])=[C:14]([O:27][CH3:25])[CH:13]=[C:12]([F:20])[C:11]=1[F:21].